Dataset: Reaction yield outcomes from USPTO patents with 853,638 reactions. Task: Predict the reaction yield, written as a fraction of the theoretical maximum amount of product (1.0 means a 100% yield; for example, 0.34 means a 34% yield). (1) The catalyst is C(OCC)(=O)C. The reactants are [Cl-].O[NH3+:3].[C:4](=[O:7])([O-])[OH:5].[Na+].CS(C)=O.[OH:13][C:14]([CH3:50])([CH3:49])[CH2:15][O:16][C@H:17]1[CH2:20][C@H:19]([N:21]2[C:26](=[O:27])[C:25]([CH2:28][C:29]3[CH:34]=[CH:33][C:32]([C:35]4[C:36]([C:41]#[N:42])=[CH:37][CH:38]=[CH:39][CH:40]=4)=[CH:31][CH:30]=3)=[C:24]([CH2:43][CH2:44][CH3:45])[N:23]3[N:46]=[CH:47][N:48]=[C:22]23)[CH2:18]1. The yield is 0.480. The product is [OH:13][C:14]([CH3:49])([CH3:50])[CH2:15][O:16][C@H:17]1[CH2:18][C@H:19]([N:21]2[C:26](=[O:27])[C:25]([CH2:28][C:29]3[CH:34]=[CH:33][C:32]([C:35]4[CH:40]=[CH:39][CH:38]=[CH:37][C:36]=4[C:41]4[NH:3][C:4](=[O:7])[O:5][N:42]=4)=[CH:31][CH:30]=3)=[C:24]([CH2:43][CH2:44][CH3:45])[N:23]3[N:46]=[CH:47][N:48]=[C:22]23)[CH2:20]1. (2) The reactants are CS(C)=O.C(Cl)(=O)C(Cl)=O.[OH:11][CH:12]1[C:16]2[N:17]=[CH:18][N:19]=[C:20]([N:21]3[CH2:26][CH2:25][N:24]([C:27]([O:29][C:30]([CH3:33])([CH3:32])[CH3:31])=[O:28])[CH2:23][CH2:22]3)[C:15]=2[C@H:14]([CH3:34])[CH2:13]1.C(N(CC)CC)C. The catalyst is C(Cl)Cl.CCOC(C)=O.O. The product is [CH3:34][C@H:14]1[C:15]2[C:20]([N:21]3[CH2:26][CH2:25][N:24]([C:27]([O:29][C:30]([CH3:33])([CH3:32])[CH3:31])=[O:28])[CH2:23][CH2:22]3)=[N:19][CH:18]=[N:17][C:16]=2[C:12](=[O:11])[CH2:13]1. The yield is 0.823. (3) The reactants are Br[C:2]1[CH:7]=[CH:6][N:5]([CH2:8][C@H:9]([OH:21])[CH2:10][N:11]2[CH2:20][CH2:19][C:18]3[C:13](=[CH:14][CH:15]=[CH:16][CH:17]=3)[CH2:12]2)[C:4](=[O:22])[CH:3]=1.[NH2:23][C:24]1[CH:29]=[CH:28][CH:27]=[CH:26][CH:25]=1.CC1(C)C2C(=C(P(C3C=CC=CC=3)C3C=CC=CC=3)C=CC=2)OC2C(P(C3C=CC=CC=3)C3C=CC=CC=3)=CC=CC1=2.CC([O-])(C)C.[K+]. The catalyst is C1(C)C=CC=CC=1.C1C=CC(/C=C/C(/C=C/C2C=CC=CC=2)=O)=CC=1.C1C=CC(/C=C/C(/C=C/C2C=CC=CC=2)=O)=CC=1.C1C=CC(/C=C/C(/C=C/C2C=CC=CC=2)=O)=CC=1.[Pd].[Pd]. The product is [CH2:12]1[C:13]2[C:18](=[CH:17][CH:16]=[CH:15][CH:14]=2)[CH2:19][CH2:20][N:11]1[CH2:10][C@@H:9]([OH:21])[CH2:8][N:5]1[CH:6]=[CH:7][C:2]([NH:23][C:24]2[CH:29]=[CH:28][CH:27]=[CH:26][CH:25]=2)=[CH:3][C:4]1=[O:22]. The yield is 0.0870. (4) The reactants are [CH2:1]([N:8]([CH2:24][C:25]1[CH:30]=[CH:29][CH:28]=[CH:27][CH:26]=1)[C@@H:9]([CH2:13][C:14]1[CH:19]=[CH:18][C:17]([C:20]([F:23])([F:22])[F:21])=[CH:16][CH:15]=1)[C:10](=[O:12])[CH3:11])[C:2]1[CH:7]=[CH:6][CH:5]=[CH:4][CH:3]=1.CO.C1COCC1.[BH4-].[Na+]. The catalyst is [Cl-].[Na+].O.CCOC(C)=O.CCCCCC. The product is [CH2:24]([N:8]([CH2:1][C:2]1[CH:3]=[CH:4][CH:5]=[CH:6][CH:7]=1)[C@@H:9]([CH2:13][C:14]1[CH:19]=[CH:18][C:17]([C:20]([F:23])([F:22])[F:21])=[CH:16][CH:15]=1)[C@@H:10]([OH:12])[CH3:11])[C:25]1[CH:30]=[CH:29][CH:28]=[CH:27][CH:26]=1. The yield is 0.908. (5) The reactants are [CH3:1][C:2]([CH3:22])([O:4][C:5]([NH:7][C@H:8]([CH2:13][C:14]1[CH:19]=[C:18]([F:20])[CH:17]=[CH:16][C:15]=1[F:21])[CH2:9][C:10]([OH:12])=O)=[O:6])[CH3:3].CN1CCOCC1.ClC(OCC(C)C)=O.Cl.[Cl:39][C:40]1[C:41]2[CH2:53][CH2:52][NH:51][CH2:50][C:42]=2[N:43]=[C:44]([C:46]([F:49])([F:48])[F:47])[N:45]=1. The catalyst is C1COCC1.CCOCC. The product is [CH3:22][C:2]([CH3:1])([O:4][C:5]([NH:7][C@H:8]([CH2:13][C:14]1[CH:19]=[C:18]([F:20])[CH:17]=[CH:16][C:15]=1[F:21])[CH2:9][C:10]([N:51]1[CH2:52][CH2:53][C:41]2[C:40]([Cl:39])=[N:45][C:44]([C:46]([F:49])([F:48])[F:47])=[N:43][C:42]=2[CH2:50]1)=[O:12])=[O:6])[CH3:3]. The yield is 0.580. (6) The reactants are [CH3:1][O:2][C:3]1[CH:8]=[CH:7][C:6]([C@@H:9]([NH:12][CH2:13][CH2:14][C:15]2[CH:20]=[CH:19][C:18]([O:21][CH3:22])=[CH:17][CH:16]=2)[CH2:10][NH2:11])=[CH:5][CH:4]=1.[C:23](N1C=CN=C1)(N1C=CN=C1)=[O:24].Cl. The catalyst is C(OCC)(=O)C.[Cl-].[Na+].O. The product is [CH3:1][O:2][C:3]1[CH:8]=[CH:7][C:6]([C@H:9]2[N:12]([CH2:13][CH2:14][C:15]3[CH:16]=[CH:17][C:18]([O:21][CH3:22])=[CH:19][CH:20]=3)[C:23](=[O:24])[NH:11][CH2:10]2)=[CH:5][CH:4]=1. The yield is 0.960. (7) The reactants are [CH3:1][O:2][C:3]([C:5]1[S:6][C:7]([O:11][CH2:12][CH2:13][CH3:14])=[CH:8][C:9]=1[CH3:10])=[O:4].[Br:15]Br.ClC(Cl)Cl. The catalyst is ClC(Cl)Cl. The product is [CH3:1][O:2][C:3]([C:5]1[S:6][C:7]([O:11][CH2:12][CH2:13][CH3:14])=[C:8]([Br:15])[C:9]=1[CH3:10])=[O:4]. The yield is 1.00. (8) The catalyst is CO. The reactants are [CH3:1][O:2][C:3]1[CH:23]=[CH:22][C:6]([CH2:7][N:8]2[C:13](=[O:14])[CH:12]=[C:11](/[N:15]=C/N(C)C)[N:10]([CH3:20])[C:9]2=[O:21])=[CH:5][CH:4]=1.[OH-].[NH4+]. The product is [NH2:15][C:11]1[N:10]([CH3:20])[C:9](=[O:21])[N:8]([CH2:7][C:6]2[CH:22]=[CH:23][C:3]([O:2][CH3:1])=[CH:4][CH:5]=2)[C:13](=[O:14])[CH:12]=1. The yield is 0.666. (9) The reactants are [CH3:1][C:2]1[CH:7]=[C:6]([CH3:8])[NH:5][C:4](=[O:9])[C:3]=1[CH2:10][NH:11][C:12]([C:14]1[CH:15]=[C:16]([C:30]2[CH:31]=[CH:32][C:33]([N:36]3[CH2:41][CH2:40][CH:39]([NH:42]C(=O)OC(C)(C)C)[CH2:38][CH2:37]3)=[N:34][CH:35]=2)[CH:17]=[C:18]([N:21]([CH2:28][CH3:29])[CH:22]2[CH2:27][CH2:26][O:25][CH2:24][CH2:23]2)[C:19]=1[CH3:20])=[O:13].C(O)(C(F)(F)F)=O. The catalyst is C(Cl)Cl. The product is [NH2:42][CH:39]1[CH2:38][CH2:37][N:36]([C:33]2[N:34]=[CH:35][C:30]([C:16]3[CH:17]=[C:18]([N:21]([CH2:28][CH3:29])[CH:22]4[CH2:23][CH2:24][O:25][CH2:26][CH2:27]4)[C:19]([CH3:20])=[C:14]([CH:15]=3)[C:12]([NH:11][CH2:10][C:3]3[C:4](=[O:9])[NH:5][C:6]([CH3:8])=[CH:7][C:2]=3[CH3:1])=[O:13])=[CH:31][CH:32]=2)[CH2:41][CH2:40]1. The yield is 0.906.